From a dataset of Reaction yield outcomes from USPTO patents with 853,638 reactions. Predict the reaction yield, written as a fraction of the theoretical maximum amount of product (1.0 means a 100% yield; for example, 0.34 means a 34% yield). (1) The reactants are CO[C:3](=[O:28])[C:4]1[CH:13]=[C:12]([NH:14][C:15]2[CH:20]=[CH:19][C:18]([Si:21]([CH3:24])([CH3:23])[CH3:22])=[CH:17][C:16]=2[F:25])[C:7]([C:8]([O:10][CH3:11])=[O:9])=[CH:6][C:5]=1[C:26]#[N:27].[BH4-].[Na+]. The catalyst is CO.C(Cl)Cl.O.O.O.O.O.O.[Co](Cl)Cl. The product is [CH3:11][O:10][C:8]([C:7]1[CH:6]=[C:5]2[C:4](=[CH:13][C:12]=1[NH:14][C:15]1[CH:20]=[CH:19][C:18]([Si:21]([CH3:24])([CH3:23])[CH3:22])=[CH:17][C:16]=1[F:25])[C:3](=[O:28])[NH:27][CH2:26]2)=[O:9]. The yield is 0.490. (2) The reactants are C(OC([N:8]1[C:16]2[C:11](=[CH:12][C:13]([C:17]#[N:18])=[CH:14][CH:15]=2)[CH:10]=[C:9]1[CH:19]([F:21])[F:20])=O)(C)(C)C.FC(F)(F)C(O)=O. The catalyst is C(Cl)Cl. The product is [F:21][CH:19]([F:20])[C:9]1[NH:8][C:16]2[C:11]([CH:10]=1)=[CH:12][C:13]([C:17]#[N:18])=[CH:14][CH:15]=2. The yield is 0.720. (3) The reactants are C(CC(OCC)=O)C1C=CC=CC=1.Cl.C(N)(=N)C.CC[O-].[Na+].[CH3:23][C:24]1[N:29]=[C:28](O)[CH:27]=[C:26]([C:31]2[CH:36]=[CH:35][CH:34]=[CH:33][CH:32]=2)[N:25]=1.O=P(Cl)(Cl)[Cl:39]. The catalyst is C(O)C. The product is [Cl:39][C:28]1[CH:27]=[C:26]([C:31]2[CH:36]=[CH:35][CH:34]=[CH:33][CH:32]=2)[N:25]=[C:24]([CH3:23])[N:29]=1. The yield is 0.900. (4) The reactants are [C:1]1([CH:7]2[C:16]3[C:11](=[CH:12][CH:13]=[CH:14][CH:15]=3)[CH2:10][CH2:9][NH:8]2)[CH:6]=[CH:5][CH:4]=[CH:3][CH:2]=1.[C:17](=O)([O:25]C1C=CC=CC=1)[O:18][C:19]1[CH:24]=[CH:23][CH:22]=[CH:21][CH:20]=1.CN(C1C=CC=CN=1)C. The catalyst is O1CCCC1. The product is [C:1]1([CH:7]2[C:16]3[C:11](=[CH:12][CH:13]=[CH:14][CH:15]=3)[CH2:10][CH2:9][N:8]2[C:17]([O:18][C:19]2[CH:24]=[CH:23][CH:22]=[CH:21][CH:20]=2)=[O:25])[CH:2]=[CH:3][CH:4]=[CH:5][CH:6]=1. The yield is 0.750. (5) The reactants are C(OC([N:8]1[CH2:13][CH2:12][CH2:11][CH:10]([N:14]([CH3:16])[CH3:15])[CH2:9]1)=O)(C)(C)C.[ClH:17].CO. No catalyst specified. The product is [ClH:17].[ClH:17].[CH3:15][N:14]([CH3:16])[CH:10]1[CH2:11][CH2:12][CH2:13][NH:8][CH2:9]1. The yield is 1.00. (6) The reactants are [F:1][C:2]1[CH:3]=[C:4]([N:14]2[CH2:18][C@H:17]([CH2:19][NH2:20])[O:16][C:15]2=[O:21])[CH:5]=[CH:6][C:7]=1[N:8]1[CH2:13][CH2:12][O:11][CH2:10][CH2:9]1.[CH3:22][S:23][C:24]1[CH:29]=[CH:28][C:27]([C:30](=[O:36])[CH2:31][CH2:32][C:33](O)=[O:34])=[CH:26][CH:25]=1.C1C=CC2N(O)N=NC=2C=1.Cl.CN(C)CCCN=C=NCC. The catalyst is C1COCC1.O. The product is [CH3:22][S:23][C:24]1[CH:25]=[CH:26][C:27]([C:30]([CH2:31][CH2:32][C:33]([NH:20][CH2:19][C@@H:17]2[O:16][C:15](=[O:21])[N:14]([C:4]3[CH:5]=[CH:6][C:7]([N:8]4[CH2:9][CH2:10][O:11][CH2:12][CH2:13]4)=[C:2]([F:1])[CH:3]=3)[CH2:18]2)=[O:34])=[O:36])=[CH:28][CH:29]=1. The yield is 0.790.